This data is from Reaction yield outcomes from USPTO patents with 853,638 reactions. The task is: Predict the reaction yield, written as a fraction of the theoretical maximum amount of product (1.0 means a 100% yield; for example, 0.34 means a 34% yield). (1) The reactants are Br[C:2]1[CH:3]=[C:4]2[C:8](=[CH:9][CH:10]=1)[NH:7][CH:6]=[CH:5]2.[B:11]1([B:11]2[O:15][C:14]([CH3:17])([CH3:16])[C:13]([CH3:19])([CH3:18])[O:12]2)[O:15][C:14]([CH3:17])([CH3:16])[C:13]([CH3:19])([CH3:18])[O:12]1.C([O-])(=O)C.[K+].O. The catalyst is CN(C=O)C.C1C=CC(P(C2C=CC=CC=2)[C-]2C=CC=C2)=CC=1.C1C=CC(P(C2C=CC=CC=2)[C-]2C=CC=C2)=CC=1.Cl[Pd]Cl.[Fe+2]. The product is [CH3:18][C:13]1([CH3:19])[C:14]([CH3:17])([CH3:16])[O:15][B:11]([C:2]2[CH:3]=[C:4]3[C:8](=[CH:9][CH:10]=2)[NH:7][CH:6]=[CH:5]3)[O:12]1. The yield is 0.400. (2) The yield is 0.790. The catalyst is ClCCl. The reactants are [CH3:1][C:2]1[CH:7]=[CH:6][C:5]([S:8]([O:11][C:12]2[CH:13]=[C:14]3[C:19](=[CH:20][CH:21]=2)[CH:18]=[C:17]([S:22]([O-:25])(=[O:24])=[O:23])[CH:16]=[CH:15]3)(=[O:10])=[O:9])=[CH:4][CH:3]=1.[Na+].[Cl-].[C:28]1([S+:34]([C:41]2[CH:46]=[CH:45][CH:44]=[CH:43][CH:42]=2)[C:35]2[CH:40]=[CH:39][CH:38]=[CH:37][CH:36]=2)[CH:33]=[CH:32][CH:31]=[CH:30][CH:29]=1. The product is [CH3:1][C:2]1[CH:7]=[CH:6][C:5]([S:8]([O:11][C:12]2[CH:13]=[C:14]3[C:19](=[CH:20][CH:21]=2)[CH:18]=[C:17]([S:22]([O-:25])(=[O:24])=[O:23])[CH:16]=[CH:15]3)(=[O:9])=[O:10])=[CH:4][CH:3]=1.[C:41]1([S+:34]([C:28]2[CH:29]=[CH:30][CH:31]=[CH:32][CH:33]=2)[C:35]2[CH:40]=[CH:39][CH:38]=[CH:37][CH:36]=2)[CH:42]=[CH:43][CH:44]=[CH:45][CH:46]=1.